This data is from Retrosynthesis with 50K atom-mapped reactions and 10 reaction types from USPTO. The task is: Predict the reactants needed to synthesize the given product. Given the product CC(C)Oc1ccc(-c2nc(-c3ccc4c(c3)CNC(CO)CO4)no2)cc1Cl, predict the reactants needed to synthesize it. The reactants are: CC(C)Oc1ccc(-c2nc(-c3ccc4c(c3)CN(C(=O)OC(C)(C)C)C(CO)CO4)no2)cc1Cl.